The task is: Predict the reactants needed to synthesize the given product.. This data is from Full USPTO retrosynthesis dataset with 1.9M reactions from patents (1976-2016). (1) Given the product [C:7]1([C:6]2[NH:22][C:20](=[O:21])[C:19]3[CH:23]=[CH:24][CH:25]=[N:26][C:18]=3[C:14]=2[C:15]#[N:16])[CH:12]=[CH:11][CH:10]=[CH:9][CH:8]=1, predict the reactants needed to synthesize it. The reactants are: [H-].[Na+].CCO.[C:6]([CH2:14][C:15]#[N:16])(=O)[C:7]1[CH:12]=[CH:11][CH:10]=[CH:9][CH:8]=1.Cl[C:18]1[N:26]=[CH:25][CH:24]=[CH:23][C:19]=1[C:20]([NH2:22])=[O:21]. (2) The reactants are: [C:1]1([CH2:7][S:8](Cl)(=[O:10])=[O:9])[CH:6]=[CH:5][CH:4]=[CH:3][CH:2]=1.[OH:12][C@:13]([CH3:49])([CH2:47][OH:48])[C:14](=[O:46])[C@@H:15]([NH:23][C:24](=[O:45])[C@@H:25]([NH:29][C:30](=[O:44])[C@@H:31]([NH:35][C:36]([C:38]1[S:42][C:41]([CH3:43])=[N:40][CH:39]=1)=[O:37])[CH2:32][O:33][CH3:34])[CH2:26][O:27][CH3:28])[CH2:16][C:17]1[CH:22]=[CH:21][CH:20]=[CH:19][CH:18]=1. Given the product [C:1]1([CH2:7][S:8]([O:48][CH2:47][C@:13]([OH:12])([CH3:49])[C:14](=[O:46])[C@@H:15]([NH:23][C:24](=[O:45])[C@@H:25]([NH:29][C:30](=[O:44])[C@@H:31]([NH:35][C:36]([C:38]2[S:42][C:41]([CH3:43])=[N:40][CH:39]=2)=[O:37])[CH2:32][O:33][CH3:34])[CH2:26][O:27][CH3:28])[CH2:16][C:17]2[CH:22]=[CH:21][CH:20]=[CH:19][CH:18]=2)(=[O:10])=[O:9])[CH:6]=[CH:5][CH:4]=[CH:3][CH:2]=1, predict the reactants needed to synthesize it. (3) Given the product [N+:1]([C:4]1[CH:9]=[CH:8][C:7]([C:10]2[S:14][C:13]([CH:15]3[CH2:16][CH2:17][CH:18]([CH2:21][C:22]([NH:28][NH2:29])=[O:23])[CH2:19][CH2:20]3)=[N:12][CH:11]=2)=[CH:6][CH:5]=1)([O-:3])=[O:2], predict the reactants needed to synthesize it. The reactants are: [N+:1]([C:4]1[CH:9]=[CH:8][C:7]([C:10]2[S:14][C:13]([CH:15]3[CH2:20][CH2:19][CH:18]([CH2:21][C:22](OCC)=[O:23])[CH2:17][CH2:16]3)=[N:12][CH:11]=2)=[CH:6][CH:5]=1)([O-:3])=[O:2].O.[NH2:28][NH2:29]. (4) The reactants are: [OH:1][CH2:2][C:3]1([C:6]([O:8][C:9]([CH3:12])([CH3:11])[CH3:10])=[O:7])[CH2:5][CH2:4]1.C(=O)([O-])O.[Na+].CC(OI1(OC(C)=O)(OC(C)=O)OC(=O)C2C=CC=CC1=2)=O. Given the product [CH:2]([C:3]1([C:6]([O:8][C:9]([CH3:12])([CH3:11])[CH3:10])=[O:7])[CH2:4][CH2:5]1)=[O:1], predict the reactants needed to synthesize it. (5) Given the product [Cl:1][C:2]1[CH:3]=[C:4]2[C:8](=[CH:9][CH:10]=1)[N:7]([S:11]([C:14]1[CH:19]=[CH:18][C:17]([O:20][CH3:21])=[CH:16][C:15]=1[O:22][C:23]([F:24])([F:26])[F:25])(=[O:12])=[O:13])[C:6](=[O:27])[C:5]2([N:39]1[CH2:48][C@H:47]([OH:49])[CH2:46][C@H:40]1[C:41]([N:43]([CH3:44])[CH3:45])=[O:42])[C:28]1[CH:33]=[C:32]([CH2:34][CH2:35][N:52]([CH2:53][CH3:54])[CH2:50][CH3:51])[CH:31]=[CH:30][C:29]=1[O:37][CH3:38], predict the reactants needed to synthesize it. The reactants are: [Cl:1][C:2]1[CH:3]=[C:4]2[C:8](=[CH:9][CH:10]=1)[N:7]([S:11]([C:14]1[CH:19]=[CH:18][C:17]([O:20][CH3:21])=[CH:16][C:15]=1[O:22][C:23]([F:26])([F:25])[F:24])(=[O:13])=[O:12])[C:6](=[O:27])[C:5]2([N:39]1[CH2:48][C@H:47]([OH:49])[CH2:46][C@H:40]1[C:41]([N:43]([CH3:45])[CH3:44])=[O:42])[C:28]1[CH:33]=[C:32]([CH2:34][CH:35]=O)[CH:31]=[CH:30][C:29]=1[O:37][CH3:38].[CH2:50]([NH:52][CH2:53][CH3:54])[CH3:51]. (6) The reactants are: [NH2:1][CH2:2][CH2:3][CH2:4][CH2:5][CH2:6][C:7]([NH:9][C:10]1[CH:11]=[C:12]([C:16]2[CH:21]=[CH:20][CH:19]=[CH:18][CH:17]=2)[CH:13]=[CH:14][CH:15]=1)=[O:8].[Br:22][CH2:23][CH2:24][C:25](Cl)=[O:26].C(N(CC)CC)C. Given the product [C:12]1([C:16]2[CH:17]=[CH:18][CH:19]=[CH:20][CH:21]=2)[CH:13]=[CH:14][CH:15]=[C:10]([NH:9][C:7](=[O:8])[CH2:6][CH2:5][CH2:4][CH2:3][CH2:2][NH:1][C:25](=[O:26])[CH2:24][CH2:23][Br:22])[CH:11]=1, predict the reactants needed to synthesize it.